Dataset: Reaction yield outcomes from USPTO patents with 853,638 reactions. Task: Predict the reaction yield, written as a fraction of the theoretical maximum amount of product (1.0 means a 100% yield; for example, 0.34 means a 34% yield). (1) The reactants are C([Li])CCC.Br[C:7]1[CH:12]=[CH:11][C:10]([Cl:13])=[CH:9][C:8]=1[C:14]1([CH3:19])[O:18][CH2:17][CH2:16][O:15]1.CN([CH:23]=[O:24])C. The catalyst is C1COCC1. The product is [Cl:13][C:10]1[CH:11]=[CH:12][C:7]([CH:23]=[O:24])=[C:8]([C:14]2([CH3:19])[O:18][CH2:17][CH2:16][O:15]2)[CH:9]=1. The yield is 0.780. (2) The reactants are [Cl:1][C:2]1[CH:27]=[CH:26][C:5]([O:6][C:7]2[CH:12]=[CH:11][C:10]([C:13]([OH:21])([CH3:20])[CH2:14][N:15]3[CH:19]=[N:18][CH:17]=[N:16]3)=[C:9]([C:22]([F:25])([F:24])[F:23])[CH:8]=2)=[CH:4][CH:3]=1.[H-].[Na+].[CH2:30](Br)[CH:31]=[CH2:32].[Cl-].[Na+]. The catalyst is C1COCC1. The product is [CH2:32]([O:21][C:13]([C:10]1[CH:11]=[CH:12][C:7]([O:6][C:5]2[CH:4]=[CH:3][C:2]([Cl:1])=[CH:27][CH:26]=2)=[CH:8][C:9]=1[C:22]([F:25])([F:23])[F:24])([CH3:20])[CH2:14][N:15]1[CH:19]=[N:18][CH:17]=[N:16]1)[CH:31]=[CH2:30]. The yield is 0.950. (3) The reactants are [N+:1]([C:4]1[CH:9]=[CH:8][CH:7]=[CH:6][C:5]=1[OH:10])([O-:3])=[O:2].[OH-].[Na+].O.[Br:14][CH2:15][CH2:16]Br. No catalyst specified. The product is [Br:14][CH2:15][CH2:16][O:10][C:5]1[CH:6]=[CH:7][CH:8]=[CH:9][C:4]=1[N+:1]([O-:3])=[O:2]. The yield is 0.630. (4) The reactants are C([O:3][C:4](=[O:31])[CH2:5][O:6][C:7]1[CH:12]=[CH:11][CH:10]=[C:9]([C:13]([CH2:29][CH3:30])=[C:14]([C:22]2[CH:27]=[CH:26][C:25]([OH:28])=[CH:24][CH:23]=2)[C:15]2[CH:20]=[CH:19][C:18]([OH:21])=[CH:17][CH:16]=2)[CH:8]=1)C.[OH-].[Na+].Cl. The catalyst is C1COCC1.CCO. The product is [CH2:29]([C:13]([C:9]1[CH:8]=[C:7]([O:6][CH2:5][C:4]([OH:31])=[O:3])[CH:12]=[CH:11][CH:10]=1)=[C:14]([C:22]1[CH:27]=[CH:26][C:25]([OH:28])=[CH:24][CH:23]=1)[C:15]1[CH:16]=[CH:17][C:18]([OH:21])=[CH:19][CH:20]=1)[CH3:30]. The yield is 0.990. (5) The reactants are [CH3:1][NH:2][C:3]([N:5]1[CH2:10][CH2:9][N:8](CC2C=CC=CC=2)[CH2:7][CH2:6]1)=[O:4]. The catalyst is [Pd].CCO.CCO.C1COCC1. The product is [CH3:1][NH:2][C:3]([N:5]1[CH2:10][CH2:9][NH:8][CH2:7][CH2:6]1)=[O:4]. The yield is 0.990. (6) The reactants are [Cl:1][C:2]1[CH:7]=[CH:6][C:5]([C:8]2[CH2:9][CH2:10][CH2:11][O:12][CH:13]=2)=[CH:4][CH:3]=1.[H][H]. The catalyst is C(OCC)(=O)C.[Pt]=O. The product is [Cl:1][C:2]1[CH:3]=[CH:4][C:5]([CH:8]2[CH2:9][CH2:10][CH2:11][O:12][CH2:13]2)=[CH:6][CH:7]=1. The yield is 0.963.